The task is: Predict the product of the given reaction.. This data is from Forward reaction prediction with 1.9M reactions from USPTO patents (1976-2016). (1) Given the reactants [CH3:1][O:2][C:3]1[CH:12]=[CH:11][C:6]2[C:7](=[O:10])[CH2:8][O:9][C:5]=2[C:4]=1[CH2:13][N:14]1[CH2:19][CH2:18][O:17][CH2:16][CH2:15]1.[NH:20]1[C:28]2[C:23](=[CH:24][CH:25]=[CH:26][CH:27]=2)[C:22]([CH:29]=O)=[CH:21]1.N1CCCCC1, predict the reaction product. The product is: [NH:20]1[C:28]2[C:23](=[CH:24][CH:25]=[CH:26][CH:27]=2)[C:22](/[CH:29]=[C:8]2\[O:9][C:5]3[C:4]([CH2:13][N:14]4[CH2:19][CH2:18][O:17][CH2:16][CH2:15]4)=[C:3]([O:2][CH3:1])[CH:12]=[CH:11][C:6]=3[C:7]\2=[O:10])=[CH:21]1. (2) Given the reactants [Cl:1][C:2]1[CH:7]=[C:6]([Cl:8])[CH:5]=[CH:4][C:3]=1[CH:9]([CH:11]1[CH2:13][C:12]1([F:15])[F:14])[OH:10].[C:16](OC(C1CC1(F)F)C1C=CC(C(F)(F)F)=CC=1)(=[O:18])[CH3:17], predict the reaction product. The product is: [C:16]([O:10][CH:9]([C:3]1[CH:4]=[CH:5][C:6]([Cl:8])=[CH:7][C:2]=1[Cl:1])[CH:11]1[CH2:13][C:12]1([F:15])[F:14])(=[O:18])[CH3:17]. (3) Given the reactants [Cl:1][C:2]1[CH:3]=[C:4]([CH2:8][O:9][C:10]2[CH:19]=[C:18]3[C:13]([CH:14]=[C:15]([C:20]([O:22][CH2:23]C)=[O:21])[CH:16]=[N:17]3)=[CH:12][CH:11]=2)[CH:5]=[CH:6][CH:7]=1.C([O-])([O-])=O.[K+].[K+], predict the reaction product. The product is: [Cl:1][C:2]1[CH:3]=[C:4]([CH:5]=[CH:6][CH:7]=1)[CH2:8][O:9][C:10]1[CH:19]=[C:18]2[C:13]([CH:14]=[C:15]([C:20]([O:22][CH3:23])=[O:21])[CH:16]=[N:17]2)=[CH:12][CH:11]=1. (4) Given the reactants O[CH2:2][C:3]1[CH:7]=[C:6]([C:8]2[C:9]([N:14]([C:22]([O:24][C:25]([CH3:28])([CH3:27])[CH3:26])=[O:23])[C:15]([O:17][C:18]([CH3:21])([CH3:20])[CH3:19])=[O:16])=[N:10][CH:11]=[CH:12][CH:13]=2)[O:5][N:4]=1.C(N(CC)CC)C.COCCOC.P(Br)(Br)[Br:43], predict the reaction product. The product is: [C:18]([O:17][C:15]([N:14]([C:9]1[C:8]([C:6]2[O:5][N:4]=[C:3]([CH2:2][Br:43])[CH:7]=2)=[CH:13][CH:12]=[CH:11][N:10]=1)[C:22]([O:24][C:25]([CH3:27])([CH3:26])[CH3:28])=[O:23])=[O:16])([CH3:20])([CH3:19])[CH3:21]. (5) Given the reactants [N:1]([C:4]1[C:19]([O:20]CC2C=CC=CC=2)=[CH:18][C:7]([C:8]([O:10]CC2C=CC=CC=2)=[O:9])=[C:6]([NH:28][C:29]2[CH:34]=[CH:33][CH:32]=[CH:31][C:30]=2[Cl:35])[C:5]=1[F:36])=[N+]=[N-].[H][H], predict the reaction product. The product is: [NH2:1][C:4]1[C:19]([OH:20])=[CH:18][C:7]([C:8]([OH:10])=[O:9])=[C:6]([NH:28][C:29]2[CH:34]=[CH:33][CH:32]=[CH:31][C:30]=2[Cl:35])[C:5]=1[F:36]. (6) Given the reactants I[C:2]1[CH:7]=[CH:6][C:5]([O:8][CH3:9])=[CH:4][C:3]=1[NH:10][C:11](=[O:13])[CH3:12].[Si:14]([C:21]#[C:22][C:23]([C:25]1[CH:30]=[C:29]([O:31][CH3:32])[C:28]([O:33][CH3:34])=[C:27]([O:35][CH3:36])[CH:26]=1)=[O:24])([C:17]([CH3:20])([CH3:19])[CH3:18])([CH3:16])[CH3:15].[Li+].[Cl-].C([O-])([O-])=O.[Na+].[Na+], predict the reaction product. The product is: [Si:14]([C:21]1[N:10]([C:11](=[O:13])[CH3:12])[C:3]2[C:2]([C:22]=1[C:23](=[O:24])[C:25]1[CH:26]=[C:27]([O:35][CH3:36])[C:28]([O:33][CH3:34])=[C:29]([O:31][CH3:32])[CH:30]=1)=[CH:7][CH:6]=[C:5]([O:8][CH3:9])[CH:4]=2)([C:17]([CH3:19])([CH3:18])[CH3:20])([CH3:16])[CH3:15]. (7) Given the reactants [C:1]([O:5][C:6]([NH:8][CH2:9][CH2:10][O:11][C:12]1[C:17]([CH2:18][O:19][C:20]2[C:25]([Br:26])=[CH:24][C:23]([F:27])=[C:22]([N+:28]([O-:30])=[O:29])[CH:21]=2)=[C:16]([F:31])[C:15]([F:32])=[CH:14][CH:13]=1)=[O:7])([CH3:4])([CH3:3])[CH3:2].[CH3:33]I.[H-].[Na+], predict the reaction product. The product is: [C:1]([O:5][C:6]([N:8]([CH2:9][CH2:10][O:11][C:12]1[C:17]([CH2:18][O:19][C:20]2[C:25]([Br:26])=[CH:24][C:23]([F:27])=[C:22]([N+:28]([O-:30])=[O:29])[CH:21]=2)=[C:16]([F:31])[C:15]([F:32])=[CH:14][CH:13]=1)[CH3:33])=[O:7])([CH3:4])([CH3:2])[CH3:3].